This data is from Catalyst prediction with 721,799 reactions and 888 catalyst types from USPTO. The task is: Predict which catalyst facilitates the given reaction. (1) Reactant: [F:1][C:2]([F:32])([F:31])[C:3]1[CH:4]=[C:5]([CH:24]=[C:25]([C:27]([F:30])([F:29])[F:28])[CH:26]=1)[C:6]([NH:8][S:9]([N:12]([CH2:22][CH3:23])[CH2:13][CH:14]1[CH2:19][CH2:18][CH:17]([CH2:20][OH:21])[CH2:16][CH2:15]1)(=[O:11])=[O:10])=[O:7].C(N(CC)CC)C.[C:40]1([N:46]=[C:47]=[O:48])[CH:45]=[CH:44][CH:43]=[CH:42][CH:41]=1. Product: [C:40]1([NH:46][C:47](=[O:48])[O:21][CH2:20][CH:17]2[CH2:18][CH2:19][CH:14]([CH2:13][N:12]([S:9]([NH:8][C:6](=[O:7])[C:5]3[CH:24]=[C:25]([C:27]([F:29])([F:30])[F:28])[CH:26]=[C:3]([C:2]([F:1])([F:31])[F:32])[CH:4]=3)(=[O:11])=[O:10])[CH2:22][CH3:23])[CH2:15][CH2:16]2)[CH:45]=[CH:44][CH:43]=[CH:42][CH:41]=1. The catalyst class is: 4. (2) Reactant: [N+:1]([C:4]1[O:8][C:7]([C:9](Cl)=[O:10])=[CH:6][CH:5]=1)([O-:3])=[O:2].[CH2:12]([N:19]1[CH2:24][CH2:23][N:22]([C:25]2[CH:32]=[CH:31][C:28]([C:29]#[N:30])=[CH:27][CH:26]=2)[CH2:21][CH2:20]1)[C:13]1[CH:18]=[CH:17][CH:16]=[CH:15][CH:14]=1.CCN(CC)CC. Product: [CH2:12]([N:19]1[CH2:20][CH2:21][N:22]([C:25]2[CH:26]=[CH:27][C:28]([CH2:29][NH:30][C:9]([C:7]3[O:8][C:4]([N+:1]([O-:3])=[O:2])=[CH:5][CH:6]=3)=[O:10])=[CH:31][CH:32]=2)[CH2:23][CH2:24]1)[C:13]1[CH:14]=[CH:15][CH:16]=[CH:17][CH:18]=1. The catalyst class is: 2. (3) Reactant: [CH3:1][O:2][C:3]1[C:4]([CH3:11])=[C:5]([CH:8]=[CH:9][CH:10]=1)[CH:6]=O.[NH2:12][OH:13].Cl. Product: [CH3:1][O:2][C:3]1[C:4]([CH3:11])=[C:5]([CH:8]=[CH:9][CH:10]=1)[CH:6]=[N:12][OH:13]. The catalyst class is: 40. (4) Product: [CH3:27][C:26]([CH3:29])([CH3:28])[CH2:25][CH2:24][N:21]1[CH2:20][CH2:19][N:18]([C:16](=[O:17])[CH2:15][O:14][C:11]2[CH:12]=[CH:13][C:8]([C:7]([OH:31])=[O:6])=[CH:9][C:10]=2[CH3:30])[CH2:23][CH2:22]1. The catalyst class is: 4. Reactant: B(Br)(Br)Br.C[O:6][C:7](=[O:31])[C:8]1[CH:13]=[CH:12][C:11]([O:14][CH2:15][C:16]([N:18]2[CH2:23][CH2:22][N:21]([CH2:24][CH2:25][C:26]([CH3:29])([CH3:28])[CH3:27])[CH2:20][CH2:19]2)=[O:17])=[C:10]([CH3:30])[CH:9]=1. (5) Reactant: [CH3:1][O:2][C:3]1[CH:8]=[CH:7][C:6](B(O)O)=[CH:5][CH:4]=1.Br[C:13]1[S:17][CH:16]=[N:15][CH:14]=1.C(=O)([O-])[O-].[Cs+].[Cs+].O1CCOCC1. Product: [CH3:1][O:2][C:3]1[CH:8]=[CH:7][C:6]([C:13]2[S:17][CH:16]=[N:15][CH:14]=2)=[CH:5][CH:4]=1. The catalyst class is: 189. (6) Reactant: [C:1]([O:5][C:6]([NH:8][C:9]1[N:10]=[C:11]([C:15]([O:17]C)=[O:16])[N:12]([CH3:14])[CH:13]=1)=[O:7])([CH3:4])([CH3:3])[CH3:2].[OH-].[Na+]. Product: [C:1]([O:5][C:6]([NH:8][C:9]1[N:10]=[C:11]([C:15]([OH:17])=[O:16])[N:12]([CH3:14])[CH:13]=1)=[O:7])([CH3:4])([CH3:2])[CH3:3]. The catalyst class is: 731. (7) Product: [CH2:3]([O:18][CH2:17][CH2:16][O:15][CH2:14][CH2:13][O:12][CH2:11][CH2:10][O:9][CH2:8][CH2:7][OH:19])[CH:2]=[CH2:1]. The catalyst class is: 1. Reactant: [CH3:1][C:2](C)([O-])[CH3:3].[K+].[CH2:7]([OH:19])[CH2:8][O:9][CH2:10][CH2:11][O:12][CH2:13][CH2:14][O:15][CH2:16][CH2:17][OH:18].C(I)C=C.